Dataset: Reaction yield outcomes from USPTO patents with 853,638 reactions. Task: Predict the reaction yield, written as a fraction of the theoretical maximum amount of product (1.0 means a 100% yield; for example, 0.34 means a 34% yield). (1) The catalyst is CC(C)([P](C(C)(C)C)([Pd][P](C(C)(C)C)(C(C)(C)C)C(C)(C)C)C(C)(C)C)C. The reactants are [CH3:1][O:2][C:3]([C:5]1[S:9][C:8]2[CH:10]=[C:11](Cl)[CH:12]=[CH:13][C:7]=2[C:6]=1[O:15][CH2:16][C:17]([O:19][C:20]([CH3:23])([CH3:22])[CH3:21])=[O:18])=[O:4].[S:24]1[CH:28]=[CH:27][CH:26]=[C:25]1B(O)O.[F-].[K+]. The product is [CH3:1][O:2][C:3]([C:5]1[S:9][C:8]2[CH:10]=[C:11]([C:25]3[S:24][CH:28]=[CH:27][CH:26]=3)[CH:12]=[CH:13][C:7]=2[C:6]=1[O:15][CH2:16][C:17]([O:19][C:20]([CH3:23])([CH3:22])[CH3:21])=[O:18])=[O:4]. The yield is 0.620. (2) The reactants are [NH2:1][C:2]1[NH:3][C:4]([CH2:7][OH:8])=[N:5][N:6]=1.[C:9](O[C:9]([O:11][C:12]([CH3:15])([CH3:14])[CH3:13])=[O:10])([O:11][C:12]([CH3:15])([CH3:14])[CH3:13])=[O:10]. The catalyst is CC(O)(C)C. The product is [C:12]([O:11][C:9](=[O:10])[NH:1][C:2]1[NH:3][C:4]([CH2:7][OH:8])=[N:5][N:6]=1)([CH3:15])([CH3:14])[CH3:13]. The yield is 0.220. (3) The reactants are [F:1][C:2]([F:28])([F:27])[C:3]1[CH:4]=[C:5]([NH:13][C:14](=[O:26])[C:15]2[CH:20]=[C:19](I)[CH:18]=[CH:17][C:16]=2[O:22][CH2:23][O:24][CH3:25])[CH:6]=[C:7]([C:9]([F:12])([F:11])[F:10])[CH:8]=1.C([Sn](CCCC)(CCCC)[C:34]1[CH:39]=[CH:38][CH:37]=[CH:36][N:35]=1)CCC.O. The catalyst is CN(C)C=O.Cl[Pd](Cl)([P](C1C=CC=CC=1)(C1C=CC=CC=1)C1C=CC=CC=1)[P](C1C=CC=CC=1)(C1C=CC=CC=1)C1C=CC=CC=1. The product is [F:1][C:2]([F:28])([F:27])[C:3]1[CH:4]=[C:5]([NH:13][C:14](=[O:26])[C:15]2[CH:20]=[C:19]([C:34]3[CH:39]=[CH:38][CH:37]=[CH:36][N:35]=3)[CH:18]=[CH:17][C:16]=2[O:22][CH2:23][O:24][CH3:25])[CH:6]=[C:7]([C:9]([F:12])([F:11])[F:10])[CH:8]=1. The yield is 0.208. (4) The reactants are [O:1]=[C:2]1[N:6]([C:7]([O:9][C:10]([CH3:13])([CH3:12])[CH3:11])=[O:8])[C@H:5]([C:14]([O:16][CH3:17])=[O:15])[CH2:4][CH2:3]1.[CH3:18][Si](C)(C)[N-][Si](C)(C)C.[Li+].CI.CC(O)=O. The catalyst is C1COCC1.O. The product is [CH3:18][C@H:3]1[C:2](=[O:1])[N:6]([C:7]([O:9][C:10]([CH3:13])([CH3:12])[CH3:11])=[O:8])[C@H:5]([C:14]([O:16][CH3:17])=[O:15])[CH2:4]1. The yield is 0.350. (5) The reactants are [CH2:1]([C:3]1[N:8]([C:9]2[CH:14]=[CH:13][C:12]([O:15][CH:16]3[CH2:20][CH2:19][CH2:18][C@H:17]3[OH:21])=[CH:11][CH:10]=2)[C:7](=[O:22])[C:6]([CH2:23][C:24]2[CH:29]=[CH:28][C:27]([C:30]3[CH:35]=[CH:34][CH:33]=[CH:32][C:31]=3[C:36]3[NH:40][C:39](=[O:41])[O:38][N:37]=3)=[CH:26][CH:25]=2)=[C:5]([CH2:42][CH2:43][CH3:44])[N:4]=1)[CH3:2].CC(OI1(OC(C)=O)(OC(C)=O)OC(=O)C2C1=CC=CC=2)=O.C(OCC)(=O)C.S([O-])([O-])(=O)=S.[Na+].[Na+]. The catalyst is ClCCl.O. The product is [CH2:1]([C:3]1[N:8]([C:9]2[CH:10]=[CH:11][C:12]([O:15][CH:16]3[CH2:20][CH2:19][CH2:18][C:17]3=[O:21])=[CH:13][CH:14]=2)[C:7](=[O:22])[C:6]([CH2:23][C:24]2[CH:29]=[CH:28][C:27]([C:30]3[CH:35]=[CH:34][CH:33]=[CH:32][C:31]=3[C:36]3[NH:40][C:39](=[O:41])[O:38][N:37]=3)=[CH:26][CH:25]=2)=[C:5]([CH2:42][CH2:43][CH3:44])[N:4]=1)[CH3:2]. The yield is 0.650.